This data is from Forward reaction prediction with 1.9M reactions from USPTO patents (1976-2016). The task is: Predict the product of the given reaction. Given the reactants [C:1]1([CH2:7][O:8][C:9]([NH:11][CH2:12][C@@H:13]2[CH2:17][CH2:16][N:15](C(OC(C)(C)C)=O)[CH2:14]2)=[O:10])[CH:6]=[CH:5][CH:4]=[CH:3][CH:2]=1.C(O)(C(F)(F)F)=O, predict the reaction product. The product is: [C:1]1([CH2:7][O:8][C:9](=[O:10])[NH:11][CH2:12][C@@H:13]2[CH2:17][CH2:16][NH:15][CH2:14]2)[CH:2]=[CH:3][CH:4]=[CH:5][CH:6]=1.